Binary Classification. Given a drug SMILES string, predict its activity (active/inactive) in a high-throughput screening assay against a specified biological target. From a dataset of M1 muscarinic receptor antagonist screen with 61,756 compounds. (1) The drug is s1c(CN2C(=O)CC(=O)NC2=O)ccc1. The result is 0 (inactive). (2) The drug is s1c2n(Cc3nc(oc3C)c3ccc(OC)cc3)c(cc2cc1)C(OC)=O. The result is 1 (active). (3) The compound is Clc1cc(N2CCN(CC2)C(=O)Cn2c(=O)c3c(cc2)cccc3)c(cc1)C. The result is 0 (inactive). (4) The compound is Clc1c(c2nc(SCC(=O)NCc3occc3)sn2)cccc1. The result is 0 (inactive). (5) The drug is Fc1ccc(Cn2c(=O)[nH]c(N3CCOCC3)cc2=O)cc1. The result is 0 (inactive).